This data is from Forward reaction prediction with 1.9M reactions from USPTO patents (1976-2016). The task is: Predict the product of the given reaction. (1) Given the reactants CC1SC(N[C:8]([C:10]2[CH:11]=CC(N3CC[CH:8]([C:10]4[CH:15]=CC=C(C(F)(F)F)[CH:11]=4)CC3)=N[CH:15]=2)=O)=N[C:8]=1[C:10]1[CH:15]=CC=C[CH:11]=1.[N:38]1[C:42]2[C:43]3[C:48]([CH2:49][CH2:50][C:41]=2[S:40][C:39]=1[NH:51][C:52]([C:54]1[CH:55]=[CH:56][C:57]([N:60]2[CH2:65][CH2:64][N:63]([C:66]([OH:68])=[O:67])[CH2:62][CH2:61]2)=[N:58][CH:59]=1)=[O:53])=[CH:47][CH:46]=[CH:45][CH:44]=3.N1(C(O)=O)CCNCC1, predict the reaction product. The product is: [C:10]([O:67][C:66]([N:63]1[CH2:64][CH2:65][N:60]([C:57]2[CH:56]=[CH:55][C:54]([C:52](=[O:53])[NH:51][C:39]3[S:40][C:41]4[CH2:50][CH2:49][C:48]5[C:43](=[CH:44][CH:45]=[CH:46][CH:47]=5)[C:42]=4[N:38]=3)=[CH:59][N:58]=2)[CH2:61][CH2:62]1)=[O:68])([CH3:11])([CH3:15])[CH3:8]. (2) Given the reactants Br.[Br:2][CH2:3][CH2:4][CH2:5][NH2:6].C(N(CC)CC)C.[C:14]([O:18][C:19](O[C:19]([O:18][C:14]([CH3:17])([CH3:16])[CH3:15])=[O:20])=[O:20])([CH3:17])([CH3:16])[CH3:15], predict the reaction product. The product is: [Br:2][CH2:3][CH2:4][CH2:5][NH:6][C:19](=[O:20])[O:18][C:14]([CH3:17])([CH3:16])[CH3:15]. (3) Given the reactants [F:1][C:2]1[CH:7]=[C:6]([F:8])[CH:5]=[CH:4][C:3]=1[N:9]1[C:13]([C:14]2[S:23][C:22]3[C:21]4[N:24]=[C:25]([N:28]5[CH2:33][CH2:32][NH:31][CH2:30][CH2:29]5)[CH:26]=[CH:27][C:20]=4[O:19][CH2:18][CH2:17][C:16]=3[CH:15]=2)=[N:12][CH:11]=[N:10]1.CN(C(ON1N=NC2C=[CH:46][CH:47]=NC1=2)=[N+](C)C)C.F[P-](F)(F)(F)(F)F.CCN(C(C)C)C(C)C.[OH-:67].[Na+].CN([CH:72]=[O:73])C, predict the reaction product. The product is: [F:1][C:2]1[CH:7]=[C:6]([F:8])[CH:5]=[CH:4][C:3]=1[N:9]1[C:13]([C:14]2[S:23][C:22]3[C:21]4[N:24]=[C:25]([N:28]5[CH2:29][CH2:30][N:31]([C:72](=[O:73])[C@@H:46]([OH:67])[CH3:47])[CH2:32][CH2:33]5)[CH:26]=[CH:27][C:20]=4[O:19][CH2:18][CH2:17][C:16]=3[CH:15]=2)=[N:12][CH:11]=[N:10]1. (4) Given the reactants [OH:1][C:2]1[CH:7]=[CH:6][C:5]([CH2:8][C:9]([OH:11])=[O:10])=[CH:4][C:3]=1[O:12][CH3:13].[S:14](O[S:14]([C:17]([F:20])([F:19])[F:18])(=[O:16])=[O:15])([C:17]([F:20])([F:19])[F:18])(=[O:16])=[O:15], predict the reaction product. The product is: [CH3:13][O:12][C:3]1[CH:4]=[C:5]([CH2:8][C:9]([OH:11])=[O:10])[CH:6]=[CH:7][C:2]=1[O:1][S:14]([C:17]([F:20])([F:19])[F:18])(=[O:16])=[O:15].